From a dataset of Caco-2 cell permeability data measuring drug intestinal absorption for ~900 compounds. Regression/Classification. Given a drug SMILES string, predict its absorption, distribution, metabolism, or excretion properties. Task type varies by dataset: regression for continuous measurements (e.g., permeability, clearance, half-life) or binary classification for categorical outcomes (e.g., BBB penetration, CYP inhibition). For this dataset (caco2_wang), we predict Y. The compound is CN1C(=O)CC(N2CCN(CC/C=C3/c4ccccc4COc4ccc(CC(=O)O)cc43)CC2)N(C)C1=O. The Y is -5.14 log Papp (cm/s).